Task: Predict which catalyst facilitates the given reaction.. Dataset: Catalyst prediction with 721,799 reactions and 888 catalyst types from USPTO (1) The catalyst class is: 5. Reactant: [Br:1][C:2]1[C:3]([NH:14][C:15]([NH:17]C(OCC)=O)=S)=[N:4][C:5]([C:9]([O:11][CH2:12]C)=[O:10])=[C:6]([CH3:8])[CH:7]=1.Cl.NO.C([N:29](C(C)C)CC)(C)C. Product: [CH3:12][O:11][C:9]([C:5]1[N:4]2[N:29]=[C:15]([NH2:17])[N:14]=[C:3]2[C:2]([Br:1])=[CH:7][C:6]=1[CH3:8])=[O:10]. (2) Reactant: [C:1]([O:5][C:6]([N:8]1[C:16]2[C:11](=[CH:12][CH:13]=[C:14]([Cl:17])[CH:15]=2)/[C:10](=[CH:18]/[C:19]2[CH:24]=[CH:23][CH:22]=[C:21]([Cl:25])[CH:20]=2)/[C:9]1=[O:26])=[O:7])([CH3:4])([CH3:3])[CH3:2].[CH3:27][C:28]1[CH:33]=[CH:32][CH:31]=[CH:30][C:29]=1[CH:34]=[N:35][C:36]([O:38][Si](C)(C)C)=[CH2:37]. Product: [C:1]([O:5][C:6]([N:8]1[C:16]2[C:11](=[CH:12][CH:13]=[C:14]([Cl:17])[CH:15]=2)[C:10]2([CH:18]([C:19]3[CH:24]=[CH:23][CH:22]=[C:21]([Cl:25])[CH:20]=3)[CH2:37][C:36](=[O:38])[NH:35][CH:34]2[C:29]2[CH:30]=[CH:31][CH:32]=[CH:33][C:28]=2[CH3:27])[C:9]1=[O:26])=[O:7])([CH3:4])([CH3:2])[CH3:3]. The catalyst class is: 11. (3) Reactant: C([N:4]1[C:12]2[C:7](=[CH:8][C:9]([F:14])=[C:10]([Br:13])[CH:11]=2)[C:6](=[O:15])[C:5]1([CH3:17])[CH3:16])(=O)C.[OH-].[Na+]. Product: [Br:13][C:10]1[CH:11]=[C:12]2[C:7]([C:6](=[O:15])[C:5]([CH3:16])([CH3:17])[NH:4]2)=[CH:8][C:9]=1[F:14]. The catalyst class is: 8. (4) Reactant: [CH3:1][O:2][C:3]1[CH:8]=[CH:7][CH:6]=[CH:5][C:4]=1[C:9]1[O:13][C:12]([CH2:14][C:15]2[CH:27]=[CH:26][C:18]([C:19]([O:21]C(C)(C)C)=[O:20])=[CH:17][CH:16]=2)=[N:11][N:10]=1.FC(F)(F)C(O)=O. Product: [CH3:1][O:2][C:3]1[CH:8]=[CH:7][CH:6]=[CH:5][C:4]=1[C:9]1[O:13][C:12]([CH2:14][C:15]2[CH:16]=[CH:17][C:18]([C:19]([OH:21])=[O:20])=[CH:26][CH:27]=2)=[N:11][N:10]=1. The catalyst class is: 2. (5) Reactant: [CH3:1][C@H:2]1[CH2:7][NH:6][CH2:5][CH2:4][N:3]1[C:8]([C:10]1[CH:11]=[N:12][C:13]([CH3:16])=[CH:14][CH:15]=1)=[O:9].[Br:17][C:18]1[CH:23]=[C:22]([C:24]([F:27])([F:26])[F:25])[CH:21]=[CH:20][C:19]=1[S:28](Cl)(=[O:30])=[O:29].CCN(C(C)C)C(C)C. Product: [Br:17][C:18]1[CH:23]=[C:22]([C:24]([F:26])([F:25])[F:27])[CH:21]=[CH:20][C:19]=1[S:28]([N:6]1[CH2:5][CH2:4][N:3]([C:8]([C:10]2[CH:11]=[N:12][C:13]([CH3:16])=[CH:14][CH:15]=2)=[O:9])[C@@H:2]([CH3:1])[CH2:7]1)(=[O:30])=[O:29]. The catalyst class is: 2. (6) Reactant: [NH:1]1[C:9]2[C:4](=[CH:5][C:6]([S:10][CH2:11][CH2:12][OH:13])=[CH:7][CH:8]=2)[CH2:3][CH2:2]1.C(N(CC)CC)C.[Si:21](Cl)([C:24]([CH3:27])([CH3:26])[CH3:25])([CH3:23])[CH3:22]. Product: [Si:21]([O:13][CH2:12][CH2:11][S:10][C:6]1[CH:5]=[C:4]2[C:9](=[CH:8][CH:7]=1)[NH:1][CH2:2][CH2:3]2)([C:24]([CH3:27])([CH3:26])[CH3:25])([CH3:23])[CH3:22]. The catalyst class is: 112. (7) Reactant: [N:1]1[C:10]2[C:5](=[CH:6][CH:7]=[CH:8][CH:9]=2)[CH:4]=[CH:3][C:2]=1[N:11]1[C:15]([OH:16])=[C:14]([C:17](=O)[CH3:18])[C:13]([CH3:20])=[N:12]1.[CH3:21][O:22][C:23]([C:25]1[CH:34]=[CH:33][C:28]([C:29]([NH:31][NH2:32])=[O:30])=[CH:27][CH:26]=1)=[O:24].O.C1(C)C=CC(S(O)(=O)=O)=CC=1. Product: [N:1]1[C:10]2[C:5](=[CH:6][CH:7]=[CH:8][CH:9]=2)[CH:4]=[CH:3][C:2]=1[N:11]1[C:15](=[O:16])[C:14](=[C:17]([NH:32][NH:31][C:29](=[O:30])[C:28]2[CH:27]=[CH:26][C:25]([C:23]([O:22][CH3:21])=[O:24])=[CH:34][CH:33]=2)[CH3:18])[C:13]([CH3:20])=[N:12]1. The catalyst class is: 32. (8) Reactant: [O:1]=[C:2]1[C:7]([C:14]2[CH:19]=[CH:18][CH:17]=[CH:16][CH:15]=2)([C:8]2[CH:13]=[CH:12][CH:11]=[CH:10][CH:9]=2)[CH2:6][CH2:5][CH2:4][N:3]1[CH2:20][C:21](O)=[O:22].[F:24][C:25]1[CH:26]=[C:27]([CH:35]=[CH:36][C:37]=1[F:38])[O:28][CH:29]1[CH2:34][CH2:33][NH:32][CH2:31][CH2:30]1.C(N=C=NCCCN(C)C)C.CCOCC. Product: [F:24][C:25]1[CH:26]=[C:27]([CH:35]=[CH:36][C:37]=1[F:38])[O:28][CH:29]1[CH2:34][CH2:33][N:32]([C:21](=[O:22])[CH2:20][N:3]2[CH2:4][CH2:5][CH2:6][C:7]([C:14]3[CH:19]=[CH:18][CH:17]=[CH:16][CH:15]=3)([C:8]3[CH:13]=[CH:12][CH:11]=[CH:10][CH:9]=3)[C:2]2=[O:1])[CH2:31][CH2:30]1. The catalyst class is: 143. (9) Reactant: [O:1]1[CH2:3][CH:2]1[CH2:4][O:5][C:6]1[C:18]2[C:17]3[C:12](=[CH:13][CH:14]=[CH:15][CH:16]=3)[NH:11][C:10]=2[CH:9]=[CH:8][CH:7]=1.[C:19]([O:23][C:24]([N:26]1[CH2:31][CH2:30][CH:29]([NH2:32])[CH2:28][CH2:27]1)=[O:25])([CH3:22])([CH3:21])[CH3:20]. Product: [C:19]([O:23][C:24]([N:26]1[CH2:31][CH2:30][CH:29]([NH:32][CH2:3][CH:2]([OH:1])[CH2:4][O:5][C:6]2[C:18]3[C:17]4[C:12](=[CH:13][CH:14]=[CH:15][CH:16]=4)[NH:11][C:10]=3[CH:9]=[CH:8][CH:7]=2)[CH2:28][CH2:27]1)=[O:25])([CH3:22])([CH3:20])[CH3:21]. The catalyst class is: 8.